This data is from Reaction yield outcomes from USPTO patents with 853,638 reactions. The task is: Predict the reaction yield, written as a fraction of the theoretical maximum amount of product (1.0 means a 100% yield; for example, 0.34 means a 34% yield). The yield is 0.840. The reactants are [Cl:1][C:2]1[CH:15]=[C:14]([N+:16]([O-])=O)[CH:13]=[CH:12][C:3]=1[O:4][CH2:5][C:6]1[CH:11]=[CH:10][CH:9]=[CH:8][N:7]=1.[Cl-].[NH4+]. The catalyst is C(O)C.O.[Zn]. The product is [Cl:1][C:2]1[CH:15]=[C:14]([CH:13]=[CH:12][C:3]=1[O:4][CH2:5][C:6]1[CH:11]=[CH:10][CH:9]=[CH:8][N:7]=1)[NH2:16].